Dataset: M1 muscarinic receptor antagonist screen with 61,756 compounds. Task: Binary Classification. Given a drug SMILES string, predict its activity (active/inactive) in a high-throughput screening assay against a specified biological target. (1) The molecule is Brc1oc(C(=O)NCc2onc(n2)c2ccccc2)cc1. The result is 0 (inactive). (2) The drug is S1(=O)(=O)NC2N(CCCCC2)c2c1cc(F)cc2. The result is 0 (inactive). (3) The compound is S(c1n(nnn1)c1c(OC)ccc(OC)c1)CC(OCC)=O. The result is 0 (inactive). (4) The molecule is o1[nH]c(C(C)(C)C)c2C(C(=C(N=c12)N)C#N)c1cccnc1. The result is 0 (inactive). (5) The drug is O=c1n(cc(c2c1n(c1c2cccc1)C)C(=O)NCCCN1CCN(CC1)CC)CCOC. The result is 0 (inactive).